Dataset: NCI-60 drug combinations with 297,098 pairs across 59 cell lines. Task: Regression. Given two drug SMILES strings and cell line genomic features, predict the synergy score measuring deviation from expected non-interaction effect. (1) Drug 1: CCC1=CC2CC(C3=C(CN(C2)C1)C4=CC=CC=C4N3)(C5=C(C=C6C(=C5)C78CCN9C7C(C=CC9)(C(C(C8N6C)(C(=O)OC)O)OC(=O)C)CC)OC)C(=O)OC. Drug 2: CC1CCC2CC(C(=CC=CC=CC(CC(C(=O)C(C(C(=CC(C(=O)CC(OC(=O)C3CCCCN3C(=O)C(=O)C1(O2)O)C(C)CC4CCC(C(C4)OC)OP(=O)(C)C)C)C)O)OC)C)C)C)OC. Cell line: NCI-H460. Synergy scores: CSS=45.6, Synergy_ZIP=1.61, Synergy_Bliss=0.576, Synergy_Loewe=1.90, Synergy_HSA=3.71. (2) Drug 1: CN(CC1=CN=C2C(=N1)C(=NC(=N2)N)N)C3=CC=C(C=C3)C(=O)NC(CCC(=O)O)C(=O)O. Drug 2: CC1=C(C=C(C=C1)NC(=O)C2=CC=C(C=C2)CN3CCN(CC3)C)NC4=NC=CC(=N4)C5=CN=CC=C5. Cell line: MALME-3M. Synergy scores: CSS=-3.63, Synergy_ZIP=-0.730, Synergy_Bliss=-6.06, Synergy_Loewe=-6.30, Synergy_HSA=-7.47. (3) Drug 1: CCC1=C2CN3C(=CC4=C(C3=O)COC(=O)C4(CC)O)C2=NC5=C1C=C(C=C5)O. Drug 2: CN(CC1=CN=C2C(=N1)C(=NC(=N2)N)N)C3=CC=C(C=C3)C(=O)NC(CCC(=O)O)C(=O)O. Cell line: HT29. Synergy scores: CSS=35.0, Synergy_ZIP=3.97, Synergy_Bliss=-1.38, Synergy_Loewe=-12.0, Synergy_HSA=-2.81. (4) Synergy scores: CSS=24.3, Synergy_ZIP=-11.9, Synergy_Bliss=-11.2, Synergy_Loewe=-23.9, Synergy_HSA=-10.6. Cell line: NCI-H460. Drug 2: C1=NC2=C(N=C(N=C2N1C3C(C(C(O3)CO)O)F)Cl)N. Drug 1: CC12CCC3C(C1CCC2=O)CC(=C)C4=CC(=O)C=CC34C. (5) Drug 1: CC12CCC3C(C1CCC2O)C(CC4=C3C=CC(=C4)O)CCCCCCCCCS(=O)CCCC(C(F)(F)F)(F)F. Drug 2: C(CN)CNCCSP(=O)(O)O. Cell line: HS 578T. Synergy scores: CSS=-2.30, Synergy_ZIP=3.19, Synergy_Bliss=3.67, Synergy_Loewe=0.340, Synergy_HSA=-1.74. (6) Drug 1: CC(CN1CC(=O)NC(=O)C1)N2CC(=O)NC(=O)C2. Drug 2: CN1C2=C(C=C(C=C2)N(CCCl)CCCl)N=C1CCCC(=O)O.Cl. Cell line: NCI/ADR-RES. Synergy scores: CSS=1.84, Synergy_ZIP=-0.525, Synergy_Bliss=0.523, Synergy_Loewe=-1.07, Synergy_HSA=-0.884. (7) Drug 1: CCCS(=O)(=O)NC1=C(C(=C(C=C1)F)C(=O)C2=CNC3=C2C=C(C=N3)C4=CC=C(C=C4)Cl)F. Drug 2: CNC(=O)C1=NC=CC(=C1)OC2=CC=C(C=C2)NC(=O)NC3=CC(=C(C=C3)Cl)C(F)(F)F. Cell line: HOP-92. Synergy scores: CSS=15.0, Synergy_ZIP=-8.18, Synergy_Bliss=-9.50, Synergy_Loewe=-11.2, Synergy_HSA=-11.5. (8) Drug 1: C1=CC(=C2C(=C1NCCNCCO)C(=O)C3=C(C=CC(=C3C2=O)O)O)NCCNCCO. Drug 2: CCCS(=O)(=O)NC1=C(C(=C(C=C1)F)C(=O)C2=CNC3=C2C=C(C=N3)C4=CC=C(C=C4)Cl)F. Cell line: K-562. Synergy scores: CSS=50.5, Synergy_ZIP=4.90, Synergy_Bliss=6.04, Synergy_Loewe=-36.0, Synergy_HSA=4.47. (9) Drug 1: CCN(CC)CCNC(=O)C1=C(NC(=C1C)C=C2C3=C(C=CC(=C3)F)NC2=O)C. Drug 2: C1CN(CCN1C(=O)CCBr)C(=O)CCBr. Cell line: HOP-62. Synergy scores: CSS=4.84, Synergy_ZIP=9.95, Synergy_Bliss=11.0, Synergy_Loewe=-4.55, Synergy_HSA=-3.37. (10) Drug 1: C1=CC(=CC=C1CCC2=CNC3=C2C(=O)NC(=N3)N)C(=O)NC(CCC(=O)O)C(=O)O. Synergy scores: CSS=19.2, Synergy_ZIP=-0.473, Synergy_Bliss=4.00, Synergy_Loewe=-1.28, Synergy_HSA=4.88. Drug 2: CC(CN1CC(=O)NC(=O)C1)N2CC(=O)NC(=O)C2. Cell line: NCI/ADR-RES.